From a dataset of Forward reaction prediction with 1.9M reactions from USPTO patents (1976-2016). Predict the product of the given reaction. Given the reactants [N+:1]([C:4]1[CH:5]=[C:6]2[C:11](=[CH:12][C:13]=1[C:14]([OH:16])=[O:15])[N:10]=[C:9]([C:17]([F:20])([F:19])[F:18])[CH:8]=[CH:7]2)([O-])=O, predict the reaction product. The product is: [NH2:1][C:4]1[CH:5]=[C:6]2[C:11](=[CH:12][C:13]=1[C:14]([OH:16])=[O:15])[N:10]=[C:9]([C:17]([F:20])([F:18])[F:19])[CH:8]=[CH:7]2.